This data is from Full USPTO retrosynthesis dataset with 1.9M reactions from patents (1976-2016). The task is: Predict the reactants needed to synthesize the given product. (1) Given the product [Br:19][C:20]1[CH:25]=[C:24]([CH3:26])[CH:23]=[C:22]([F:27])[C:21]=1[NH:28][C:29]1[N:34]([CH3:33])[N:35]=[C:16]([CH3:17])[C:15]=1[C:9]1[CH:10]=[CH:11][C:12]([F:14])=[CH:13][C:8]=1[Cl:7], predict the reactants needed to synthesize it. The reactants are: CC(C)([O-])C.[K+].[Cl:7][C:8]1[CH:13]=[C:12]([F:14])[CH:11]=[CH:10][C:9]=1[CH2:15][C:16](=O)[CH3:17].[Br:19][C:20]1[CH:25]=[C:24]([CH3:26])[CH:23]=[C:22]([F:27])[C:21]=1[N:28]=[C:29]=S.IC.[CH3:33][NH:34][NH2:35].C(O)(=O)C.[OH-].[Na+]. (2) Given the product [ClH:26].[NH2:1][C:2]1[CH:3]=[CH:4][C:5]2[N:6]([CH:8]=[C:9]([NH:11][C:12](=[O:23])[C:13]3[CH:18]=[CH:17][C:16]([C:19]([CH3:21])([CH3:20])[CH3:22])=[CH:15][CH:14]=3)[N:10]=2)[N:7]=1, predict the reactants needed to synthesize it. The reactants are: [NH2:1][C:2]1[CH:3]=[CH:4][C:5]2[N:6]([CH:8]=[C:9]([NH:11][C:12](=[O:23])[C:13]3[CH:18]=[CH:17][C:16]([C:19]([CH3:22])([CH3:21])[CH3:20])=[CH:15][CH:14]=3)[N:10]=2)[N:7]=1.CO.[ClH:26]. (3) Given the product [OH:17][C@H:13]([CH2:12][C:4]1[CH:3]=[C:2]([CH3:1])[C:7]2[O:8][CH2:9][CH2:10][O:11][C:6]=2[CH:5]=1)[C:14]([OH:16])=[O:15], predict the reactants needed to synthesize it. The reactants are: [CH3:1][C:2]1[C:7]2[O:8][CH2:9][CH2:10][O:11][C:6]=2[CH:5]=[C:4]([CH2:12][C:13](=[O:17])[C:14]([OH:16])=[O:15])[CH:3]=1.C(N(CC)CC)C. (4) Given the product [CH2:16]([O:18][C:19](=[O:38])[CH2:20][C:21]1[CH:26]=[C:25]([O:27][C:28]2[CH:33]=[CH:32][C:31]([Br:34])=[CH:30][C:29]=2[CH2:35][N:3]2[C@@H:2]([CH3:1])[C@@H:6]([C:7]3[CH:12]=[CH:11][CH:10]=[CH:9][CH:8]=3)[O:5][C:4]2=[O:13])[CH:24]=[CH:23][C:22]=1[Cl:37])[CH3:17], predict the reactants needed to synthesize it. The reactants are: [CH3:1][C@H:2]1[C@@H:6]([C:7]2[CH:12]=[CH:11][CH:10]=[CH:9][CH:8]=2)[O:5][C:4](=[O:13])[NH:3]1.[H-].[Na+].[CH2:16]([O:18][C:19](=[O:38])[CH2:20][C:21]1[CH:26]=[C:25]([O:27][C:28]2[CH:33]=[CH:32][C:31]([Br:34])=[CH:30][C:29]=2[CH2:35]Br)[CH:24]=[CH:23][C:22]=1[Cl:37])[CH3:17].